This data is from Full USPTO retrosynthesis dataset with 1.9M reactions from patents (1976-2016). The task is: Predict the reactants needed to synthesize the given product. Given the product [F:1][C:2]1[CH:8]=[CH:7][C:5]([NH:6][C:16]([C:18]2[NH:19][C:20]3[C:25]([CH:26]=2)=[CH:24][C:23]([C:27]2[CH:28]=[N:29][CH:30]=[CH:31][CH:32]=2)=[CH:22][CH:21]=3)=[O:15])=[CH:4][CH:3]=1, predict the reactants needed to synthesize it. The reactants are: [F:1][C:2]1[CH:8]=[CH:7][C:5]([NH2:6])=[CH:4][CH:3]=1.C[Al](C)C.C([O:15][C:16]([C:18]1[NH:19][C:20]2[C:25]([CH:26]=1)=[CH:24][C:23]([C:27]1[CH:28]=[N:29][CH:30]=[CH:31][CH:32]=1)=[CH:22][CH:21]=2)=O)C.